This data is from Experimentally validated miRNA-target interactions with 360,000+ pairs, plus equal number of negative samples. The task is: Binary Classification. Given a miRNA mature sequence and a target amino acid sequence, predict their likelihood of interaction. (1) The miRNA is mmu-miR-466n-5p with sequence GUGUGUGCGUACAUGUACAUGU. The protein sequence of the target gene is MGKKGKKEKKGRGAEKTAAKMEKKVSKRSRKEEEDLEALIAHFQTLDAKRTQTVELPCPPPSPRLNASLSVHPEKDELILFGGEYFNGQKTFLYNELYVYNTRKDTWTKVDIPSPPPRRCAHQAVVVPQGGGQLWVFGGEFASPNGEQFYHYKDLWVLHLATKTWEQVKSTGGPSGRSGHRMVAWKRQLILFGGFHESTRDYIYYNDVYAFNLDTFTWSKLSPSGTGPTPRSGCQMSVTPQGGIVVYGGYSKQRVKKDVDKGTRHSDMFLLKPEDGREDKWVWTRMNPSGVKPTPRSGFS.... Result: 0 (no interaction). (2) The miRNA is hsa-miR-4666a-5p with sequence AUACAUGUCAGAUUGUAUGCC. The protein sequence of the target gene is MSRRFTVTSLPPAASAASADPESRRHSVADPRRLPREDVKGDGNPKESSPFINSTDTEKGREYDGRNMALFEEEMDTSPMVSSLLSGLANYTNLPQGSREHEEAENNEGGKKKPVQAPRMGTFMGVYLPCLQNIFGVILFLRLTWVVGIAGIMESFCMVFICCSCTMLTAISMSAIATNGVVPAGGSYYMISRSLGPEFGGAVGLCFYLGTTFAGAMYILGTIEILLAYLFPAMAIFKAEDASGEAAAMLNNMRVYGTCVLTCMATVVFVGVKYVNKFALVFLGCVILSILAIYAGVIKS.... Result: 0 (no interaction).